Dataset: Reaction yield outcomes from USPTO patents with 853,638 reactions. Task: Predict the reaction yield, written as a fraction of the theoretical maximum amount of product (1.0 means a 100% yield; for example, 0.34 means a 34% yield). (1) The reactants are [F:1][C:2]([F:21])([F:20])[C:3]1[CH:4]=[C:5](/[N:9]=[C:10]2\[C:11](=[O:19])[NH:12][C:13]3[C:18]\2=[CH:17][CH:16]=[CH:15][CH:14]=3)[CH:6]=[CH:7][CH:8]=1.C(N(CC)CC)C.[Br:29][C:30]1[CH:35]=[CH:34][C:33](B(O)O)=[CH:32][CH:31]=1. The catalyst is C(Cl)Cl.C([O-])(=O)C.[Cu+2].C([O-])(=O)C. The product is [Br:29][C:30]1[CH:35]=[CH:34][C:33]([N:12]2[C:13]3[C:18](=[CH:17][CH:16]=[CH:15][CH:14]=3)/[C:10](=[N:9]/[C:5]3[CH:6]=[CH:7][CH:8]=[C:3]([C:2]([F:1])([F:20])[F:21])[CH:4]=3)/[C:11]2=[O:19])=[CH:32][CH:31]=1. The yield is 0.420. (2) The reactants are [CH2:1]([C:5]1[N:10]=[C:9]([CH3:11])[N:8]([C:12]2[CH:17]=[CH:16][CH:15]=[C:14]([O:18][CH2:19][CH2:20][O:21][Si](C(C)(C)C)(C)C)[CH:13]=2)[C:7](=[O:29])[C:6]=1[CH2:30][C:31]1[CH:36]=[CH:35][C:34]([C:37]2[CH:42]=[CH:41][CH:40]=[CH:39][C:38]=2[C:43]2[NH:47][C:46](=[O:48])[O:45][N:44]=2)=[CH:33][CH:32]=1)[CH2:2][CH2:3][CH3:4].[F-].C([N+](CCCC)(CCCC)CCCC)CCC.C(OCC)(=O)C.O. The catalyst is O1CCCC1. The product is [CH2:1]([C:5]1[N:10]=[C:9]([CH3:11])[N:8]([C:12]2[CH:17]=[CH:16][CH:15]=[C:14]([O:18][CH2:19][CH2:20][OH:21])[CH:13]=2)[C:7](=[O:29])[C:6]=1[CH2:30][C:31]1[CH:36]=[CH:35][C:34]([C:37]2[CH:42]=[CH:41][CH:40]=[CH:39][C:38]=2[C:43]2[NH:47][C:46](=[O:48])[O:45][N:44]=2)=[CH:33][CH:32]=1)[CH2:2][CH2:3][CH3:4]. The yield is 0.700. (3) The reactants are [CH2:1]([C:3]1[CH:8]=[CH:7][N:6]=[C:5]([NH2:9])[C:4]=1[C:10]1[CH:15]=[CH:14][C:13]([O:16][CH3:17])=[CH:12][CH:11]=1)[CH3:2].O1CCCC1.C1C(=O)N([Br:30])C(=O)C1. The catalyst is CCOC(C)=O.O. The product is [Br:30][C:8]1[C:3]([CH2:1][CH3:2])=[C:4]([C:10]2[CH:15]=[CH:14][C:13]([O:16][CH3:17])=[CH:12][CH:11]=2)[C:5]([NH2:9])=[N:6][CH:7]=1. The yield is 0.590. (4) The reactants are C(O[C:4]([C:6]1[NH:7][C:8]2[C:13]([CH:14]=1)=[CH:12][C:11]([N+:15]([O-:17])=[O:16])=[CH:10][CH:9]=2)=[O:5])C.C1(C)C=CC=CC=1.CCOCC.[CH2:30]([NH:32][CH2:33][CH2:34][NH2:35])[CH3:31]. The catalyst is C(OCC)(=O)C. The product is [CH2:30]([NH:32][CH2:33][CH2:34][NH:35][C:4]([C:6]1[NH:7][C:8]2[C:13]([CH:14]=1)=[CH:12][C:11]([N+:15]([O-:17])=[O:16])=[CH:10][CH:9]=2)=[O:5])[CH3:31]. The yield is 0.820. (5) The product is [Br:27][C:28]1[CH:33]=[CH:32][C:31]([CH2:34][N:12]([C:3]2[N:4]=[CH:5][C:6]3[C:11]([C:2]=2[CH3:1])=[CH:10][CH:9]=[CH:8][CH:7]=3)[S:13]([C:16]2[CH:26]=[CH:25][C:19]([C:20]([O:22][CH2:23][CH3:24])=[O:21])=[CH:18][CH:17]=2)(=[O:15])=[O:14])=[CH:30][CH:29]=1. No catalyst specified. The reactants are [CH3:1][C:2]1[C:11]2[C:6](=[CH:7][CH:8]=[CH:9][CH:10]=2)[CH:5]=[N:4][C:3]=1[NH:12][S:13]([C:16]1[CH:26]=[CH:25][C:19]([C:20]([O:22][CH2:23][CH3:24])=[O:21])=[CH:18][CH:17]=1)(=[O:15])=[O:14].[Br:27][C:28]1[CH:33]=[CH:32][C:31]([CH2:34]Br)=[CH:30][CH:29]=1. The yield is 0.790. (6) The reactants are [CH3:1][C:2]([CH3:17])([CH3:16])[C:3]#[C:4][C:5]1[CH:11]=[C:10]([N+:12]([O-:14])=[O:13])[C:9]([F:15])=[CH:8][C:6]=1[NH2:7].CCN(CC)CC.[C:25](Cl)(=[O:29])[CH2:26][CH2:27][CH3:28].O. The catalyst is ClCCl. The product is [CH3:1][C:2]([CH3:17])([CH3:16])[C:3]#[C:4][C:5]1[CH:11]=[C:10]([N+:12]([O-:14])=[O:13])[C:9]([F:15])=[CH:8][C:6]=1[NH:7][C:25](=[O:29])[CH2:26][CH2:27][CH3:28]. The yield is 0.670.